Dataset: Catalyst prediction with 721,799 reactions and 888 catalyst types from USPTO. Task: Predict which catalyst facilitates the given reaction. (1) Reactant: [Br:1][C:2]1[CH:7]=[CH:6][C:5]([C:8]([C:10]2[CH:15]=[CH:14][CH:13]=[CH:12][N:11]=2)=O)=[C:4](F)[CH:3]=1.[NH:17](C(OC(C)(C)C)=O)[NH2:18].C(O)(=O)C. Product: [Br:1][C:2]1[CH:3]=[C:4]2[C:5]([C:8]([C:10]3[CH:15]=[CH:14][CH:13]=[CH:12][N:11]=3)=[N:17][NH:18]2)=[CH:6][CH:7]=1. The catalyst class is: 5. (2) Reactant: [CH2:1]([O:3][C:4](=[O:11])[C:5](=O)[CH2:6][C:7](=[O:9])[CH3:8])[CH3:2].Cl.[CH3:13][O:14][NH2:15].S([O-])([O-])(=O)=O.[Na+].[Na+]. Product: [CH2:1]([O:3][C:4](=[O:11])[C:5](=[N:15][O:14][CH3:13])[CH2:6][C:7](=[O:9])[CH3:8])[CH3:2]. The catalyst class is: 8. (3) Reactant: O[CH2:2][C:3]1[N:7]([C:8]2[CH:9]=[C:10]([C:14]3[CH2:20][C:19](=[O:21])[NH:18][C:17]4[CH:22]=[C:23]([C:32]([F:35])([F:34])[F:33])[C:24]([N:26]([CH2:28][CH:29]([CH3:31])[CH3:30])[CH3:27])=[CH:25][C:16]=4[N:15]=3)[CH:11]=[CH:12][CH:13]=2)[N:6]=[N:5][CH:4]=1.S(Cl)(Cl)=O.[Cl-].[NH:41]1[CH2:45][CH2:44][CH2:43][CH2:42]1. Product: [CH2:28]([N:26]([CH3:27])[C:24]1[C:23]([C:32]([F:33])([F:34])[F:35])=[CH:22][C:17]2[NH:18][C:19](=[O:21])[CH2:20][C:14]([C:10]3[CH:11]=[CH:12][CH:13]=[C:8]([N:7]4[C:3]([CH2:2][N:41]5[CH2:45][CH2:44][CH2:43][CH2:42]5)=[CH:4][N:5]=[N:6]4)[CH:9]=3)=[N:15][C:16]=2[CH:25]=1)[CH:29]([CH3:30])[CH3:31]. The catalyst class is: 139.